Dataset: Full USPTO retrosynthesis dataset with 1.9M reactions from patents (1976-2016). Task: Predict the reactants needed to synthesize the given product. (1) Given the product [F:18][C:19]1[CH:24]=[CH:23][C:22]([C:2]2[C:3]3[C:8](=[N:7][C:6]([C:12]4[CH:13]=[N:14][CH:15]=[CH:16][CH:17]=4)=[CH:5][CH:4]=3)[N:9]=[CH:10][CH:11]=2)=[CH:21][C:20]=1[C:34]1[C:35]([C:40]#[N:41])=[CH:36][CH:37]=[CH:38][CH:39]=1, predict the reactants needed to synthesize it. The reactants are: Cl[C:2]1[CH:11]=[CH:10][N:9]=[C:8]2[C:3]=1[CH:4]=[CH:5][C:6]([C:12]1[CH:13]=[N:14][CH:15]=[CH:16][CH:17]=1)=[N:7]2.[F:18][C:19]1[CH:24]=[CH:23][C:22](B2OC(C)(C)C(C)(C)O2)=[CH:21][C:20]=1[C:34]1[C:35]([C:40]#[N:41])=[CH:36][CH:37]=[CH:38][CH:39]=1. (2) Given the product [CH3:1][C:2]1[CH:7]=[CH:6][C:5]([C:8](=[O:10])[CH2:9][C:17](=[O:16])[C:18]([F:21])([F:20])[F:19])=[CH:4][CH:3]=1, predict the reactants needed to synthesize it. The reactants are: [CH3:1][C:2]1[CH:7]=[CH:6][C:5]([C:8](=[O:10])[CH3:9])=[CH:4][CH:3]=1.C[O-].[Na+].C([O:16][C:17](=O)[C:18]([F:21])([F:20])[F:19])C.